Dataset: Retrosynthesis with 50K atom-mapped reactions and 10 reaction types from USPTO. Task: Predict the reactants needed to synthesize the given product. (1) Given the product CC1(C)CNC[C@H]1O, predict the reactants needed to synthesize it. The reactants are: CC1(C)CN(Cc2ccccc2)C[C@H]1O. (2) Given the product CC(C)CCn1c(=O)c(=O)n(-c2ccccc2)c2cnc(Cl)nc21, predict the reactants needed to synthesize it. The reactants are: CC(C)CCn1c(=O)c(=O)[nH]c2cnc(Cl)nc21.OB(O)c1ccccc1. (3) Given the product CC(CO)(C(=O)O)C(c1ccccc1)c1ccc2c(cnn2-c2ccc(F)cc2)c1, predict the reactants needed to synthesize it. The reactants are: COC(=O)C(C)(CO)C(c1ccccc1)c1ccc2c(cnn2-c2ccc(F)cc2)c1. (4) Given the product C#Cc1ccc(Nc2c(C(=O)NOCCO)cc(/C=N/OCC(C)(C)O)c(F)c2F)c(F)c1, predict the reactants needed to synthesize it. The reactants are: C#C[Si](C)(C)C.CC(C)(O)CO/N=C/c1cc(C(=O)NOCCO)c(Nc2ccc(I)cc2F)c(F)c1F. (5) Given the product CC(C)(C)CC(C)(C)[N+](C)(C)C, predict the reactants needed to synthesize it. The reactants are: CBr.CN(C)C(C)(C)CC(C)(C)C. (6) Given the product Oc1ccc(N2CCN(Cc3ccc4ccccc4c3)CC2)cc1, predict the reactants needed to synthesize it. The reactants are: COc1ccc(N2CCN(Cc3ccc4ccccc4c3)CC2)cc1. (7) The reactants are: CN1CC(N2CCC(N(C)C(=O)Nc3cc(Oc4ccc(N)cc4F)ncn3)CC2)C1.O=C(Cc1ccc(F)cc1)N=C=S. Given the product CN1CC(N2CCC(N(C)C(=O)Nc3cc(Oc4ccc(NC(=S)NC(=O)Cc5ccc(F)cc5)cc4F)ncn3)CC2)C1, predict the reactants needed to synthesize it.